This data is from Full USPTO retrosynthesis dataset with 1.9M reactions from patents (1976-2016). The task is: Predict the reactants needed to synthesize the given product. (1) Given the product [C:13]1([CH:18]=[CH:20][C:5]([C:4]2[CH:7]=[CH:8][CH:9]=[CH:10][CH:3]=2)=[O:6])[CH:17]=[CH:16][CH:15]=[CH:14][CH:23]=1, predict the reactants needed to synthesize it. The reactants are: CO[C:3]1[CH:10]=[C:9](OC)[CH:8]=[CH:7][C:4]=1[CH:5]=[O:6].[CH:13]1([C:18]([CH3:20])=O)[CH2:17][CH2:16][CH2:15][CH2:14]1.[OH-].[Na+].[CH2:23](O)C. (2) Given the product [F:18][CH:2]([F:1])[C:3]1[N:7]2[N:8]=[C:9]([N:12]3[CH2:13][CH2:14][N:15]([CH2:23][C:22]4[CH:25]=[C:26]([F:29])[CH:27]=[CH:28][C:21]=4[CH:20]([F:30])[F:19])[CH2:16][CH2:17]3)[CH:10]=[CH:11][C:6]2=[N:5][N:4]=1, predict the reactants needed to synthesize it. The reactants are: [F:1][CH:2]([F:18])[C:3]1[N:7]2[N:8]=[C:9]([N:12]3[CH2:17][CH2:16][NH:15][CH2:14][CH2:13]3)[CH:10]=[CH:11][C:6]2=[N:5][N:4]=1.[F:19][CH:20]([F:30])[C:21]1[CH:28]=[CH:27][C:26]([F:29])=[CH:25][C:22]=1[CH:23]=O. (3) The reactants are: O1C=CN=C1Cl.[CH2:7]([O:14][C:15]1[CH:23]=[CH:22][C:18]([C:19]([OH:21])=O)=[CH:17][CH:16]=1)[C:8]1[CH:13]=[CH:12][CH:11]=[CH:10][CH:9]=1.Cl.[CH3:25][O:26][C:27](=[O:30])[CH2:28][NH2:29].C(N(C(C)C)C(C)C)C. Given the product [CH3:25][O:26][C:27](=[O:30])[CH2:28][NH:29][C:19](=[O:21])[C:18]1[CH:17]=[CH:16][C:15]([O:14][CH2:7][C:8]2[CH:9]=[CH:10][CH:11]=[CH:12][CH:13]=2)=[CH:23][CH:22]=1, predict the reactants needed to synthesize it. (4) Given the product [ClH:1].[ClH:1].[CH3:8][C:9]1[CH:10]=[CH:11][CH:12]=[C:13]([N:15]2[CH2:20][CH2:19][CH:18]([CH2:21][CH2:22][CH:23]3[CH2:28][CH2:27][NH:26][CH2:25][CH2:24]3)[CH2:17][CH2:16]2)[N:14]=1, predict the reactants needed to synthesize it. The reactants are: [ClH:1].CCOC(C)=O.[CH3:8][C:9]1[N:14]=[C:13]([N:15]2[CH2:20][CH2:19][CH:18]([CH2:21][CH2:22][CH:23]3[CH2:28][CH2:27][N:26](C(OC(C)(C)C)=O)[CH2:25][CH2:24]3)[CH2:17][CH2:16]2)[CH:12]=[CH:11][CH:10]=1. (5) The reactants are: CC(C)([O-])C.[K+].[F:7][C:8]1[CH:9]=[C:10]([CH:13]=[CH:14][C:15]=1[OH:16])[CH:11]=[O:12].Br[CH2:18][CH2:19][CH2:20][O:21][C:22]1[CH:27]=[CH:26][C:25]([C:28]2[CH:33]=[CH:32][CH:31]=[CH:30][CH:29]=2)=[CH:24][CH:23]=1. Given the product [C:25]1([C:28]2[CH:29]=[CH:30][CH:31]=[CH:32][CH:33]=2)[CH:24]=[CH:23][C:22]([O:21][CH2:20][CH2:19][CH2:18][O:16][C:15]2[CH:14]=[CH:13][C:10]([CH:11]=[O:12])=[CH:9][C:8]=2[F:7])=[CH:27][CH:26]=1, predict the reactants needed to synthesize it.